Dataset: Reaction yield outcomes from USPTO patents with 853,638 reactions. Task: Predict the reaction yield, written as a fraction of the theoretical maximum amount of product (1.0 means a 100% yield; for example, 0.34 means a 34% yield). (1) The reactants are [F:1][C:2]([F:21])([F:20])[C:3]1[CH:8]=[CH:7][C:6]([C:9]2[CH:10]=[C:11]3[C:16](=[CH:17][CH:18]=2)[NH:15][C:14](=[O:19])[CH2:13][NH:12]3)=[CH:5][CH:4]=1.Br[CH2:23][C:24]#[N:25].C(=O)([O-])O.[Na+]. The catalyst is CN(C)C=O. The product is [O:19]=[C:14]1[NH:15][C:16]2[C:11](=[CH:10][C:9]([C:6]3[CH:5]=[CH:4][C:3]([C:2]([F:1])([F:20])[F:21])=[CH:8][CH:7]=3)=[CH:18][CH:17]=2)[N:12]([CH2:23][C:24]#[N:25])[CH2:13]1. The yield is 0.290. (2) The reactants are [CH2:1]([N:8]1[CH2:13][CH2:12][N:11]([C:14]2[CH:15]=[C:16]([O:25][CH3:26])[CH:17]=[C:18]3[C:23]=2[N:22]=[C:21](C)[CH:20]=[CH:19]3)[CH2:10][CH2:9]1)[C:2]1[CH:7]=[CH:6][CH:5]=[CH:4][CH:3]=1.N[C:28]1C=C(OC)C=C2C=1N=CC(C)=C2.NC1C=C(OC)C=C2C=1N=C(C)C=C2. No catalyst specified. The product is [CH2:1]([N:8]1[CH2:9][CH2:10][N:11]([C:14]2[CH:15]=[C:16]([O:25][CH3:26])[CH:17]=[C:18]3[C:23]=2[N:22]=[CH:21][C:20]([CH3:28])=[CH:19]3)[CH2:12][CH2:13]1)[C:2]1[CH:7]=[CH:6][CH:5]=[CH:4][CH:3]=1. The yield is 0.220. (3) The reactants are CI.[CH2:3]([C:6]1[C:11]([F:12])=[CH:10][CH:9]=[C:8]([N+:13]([O-:15])=[O:14])[C:7]=1[OH:16])[CH:4]=[CH2:5].[C:17](=O)([O-])[O-].[K+].[K+]. The catalyst is C(#N)C. The product is [CH2:3]([C:6]1[C:7]([O:16][CH3:17])=[C:8]([N+:13]([O-:15])=[O:14])[CH:9]=[CH:10][C:11]=1[F:12])[CH:4]=[CH2:5]. The yield is 0.750. (4) The reactants are [Si:1]([O:8][CH2:9][C@@H:10]([N:16]([CH2:24][C:25](=[O:29])C=CC)[C:17](=[O:23])[O:18][C:19]([CH3:22])([CH3:21])[CH3:20])[C:11]([CH2:14][CH3:15])=[CH:12]C)([C:4]([CH3:7])([CH3:6])[CH3:5])([CH3:3])[CH3:2].[Si](OC[C@@H]1C=C(C)C(=O)CN1C(OC(C)(C)C)=O)(C(C)(C)C)(C)C. No catalyst specified. The product is [Si:1]([O:8][CH2:9][C@@H:10]1[C:11]([CH2:14][CH3:15])=[CH:12][C:25](=[O:29])[CH2:24][N:16]1[C:17]([O:18][C:19]([CH3:22])([CH3:20])[CH3:21])=[O:23])([C:4]([CH3:7])([CH3:6])[CH3:5])([CH3:3])[CH3:2]. The yield is 0.541. (5) The reactants are [BH3-]C#N.[Na+].[Br:5][C:6]1[CH:12]=[CH:11][C:9]([NH2:10])=[C:8]([O:13][C:14]2[CH:19]=[CH:18][C:17]([O:20][CH3:21])=[CH:16][CH:15]=2)[CH:7]=1.[C:22]([N:29]1[CH2:35][CH2:34][CH2:33][C@H:30]1[CH:31]=O)([O:24][C:25]([CH3:28])([CH3:27])[CH3:26])=[O:23]. The catalyst is CO.CC(O)=O. The product is [C:25]([O:24][C:22]([N:29]1[CH2:35][CH2:34][CH2:33][C@H:30]1[CH2:31][NH:10][C:9]1[CH:11]=[CH:12][C:6]([Br:5])=[CH:7][C:8]=1[O:13][C:14]1[CH:19]=[CH:18][C:17]([O:20][CH3:21])=[CH:16][CH:15]=1)=[O:23])([CH3:28])([CH3:26])[CH3:27]. The yield is 0.980. (6) The product is [C:24]1([NH:21][C:22]([N:18]2[CH2:19][CH2:20][CH:15]([C:6]3[C:5]4[C:10](=[CH:11][C:12]([O:13][CH3:14])=[C:3]([O:2][CH3:1])[CH:4]=4)[N:9]=[CH:8][N:7]=3)[CH2:16][CH2:17]2)=[O:23])[CH:29]=[CH:28][CH:27]=[CH:26][CH:25]=1. The catalyst is CN(C=O)C. The reactants are [CH3:1][O:2][C:3]1[CH:4]=[C:5]2[C:10](=[CH:11][C:12]=1[O:13][CH3:14])[N:9]=[CH:8][N:7]=[C:6]2[CH:15]1[CH2:20][CH2:19][NH:18][CH2:17][CH2:16]1.[N:21]([C:24]1[CH:29]=[CH:28][CH:27]=[CH:26][CH:25]=1)=[C:22]=[O:23]. The yield is 0.270. (7) The reactants are [Br:1][C:2]1[CH:7]=[CH:6][C:5]([N:8]2[C:12](=[O:13])[NH:11][N:10]=[C:9]2[CH2:14][C@@H:15]2[CH2:19][CH2:18][N:17](C(OC(C)(C)C)=O)[CH2:16]2)=[CH:4][CH:3]=1.O1CCOCC1.[ClH:33]. No catalyst specified. The product is [ClH:33].[Br:1][C:2]1[CH:7]=[CH:6][C:5]([N:8]2[C:9]([CH2:14][C@@H:15]3[CH2:19][CH2:18][NH:17][CH2:16]3)=[N:10][NH:11][C:12]2=[O:13])=[CH:4][CH:3]=1. The yield is 0.960.